Dataset: Peptide-MHC class II binding affinity with 134,281 pairs from IEDB. Task: Regression. Given a peptide amino acid sequence and an MHC pseudo amino acid sequence, predict their binding affinity value. This is MHC class II binding data. (1) The peptide sequence is IGNGGPCLFMRTVSH. The MHC is DRB1_0405 with pseudo-sequence DRB1_0405. The binding affinity (normalized) is 0.421. (2) The peptide sequence is GAGKTRRFLPQILAE. The MHC is DRB4_0103 with pseudo-sequence DRB4_0103. The binding affinity (normalized) is 0.797. (3) The peptide sequence is FDLRAQGINLIIHYV. The MHC is HLA-DQA10101-DQB10501 with pseudo-sequence HLA-DQA10101-DQB10501. The binding affinity (normalized) is 0.637. (4) The peptide sequence is DIDLGRNEVVNDVST. The binding affinity (normalized) is 0.256. The MHC is DRB1_1602 with pseudo-sequence DRB1_1602. (5) The peptide sequence is PHAATIRVLALGNQE. The MHC is DRB1_1101 with pseudo-sequence DRB1_1101. The binding affinity (normalized) is 0.561. (6) The peptide sequence is MYKECEWPLTHTIGT. The MHC is DRB1_0701 with pseudo-sequence DRB1_0701. The binding affinity (normalized) is 0.583.